This data is from Full USPTO retrosynthesis dataset with 1.9M reactions from patents (1976-2016). The task is: Predict the reactants needed to synthesize the given product. (1) Given the product [S:1]1[CH:5]=[CH:4][C:3]2[CH:6]=[C:7]([CH2:10][S:11]([CH2:14][C@@H:15]([N:40]([OH:54])[CH:41]=[O:43])[CH:16]([CH3:18])[CH3:17])(=[O:13])=[O:12])[CH:8]=[CH:9][C:2]1=2, predict the reactants needed to synthesize it. The reactants are: [S:1]1[CH:5]=[CH:4][C:3]2[CH:6]=[C:7]([CH2:10][S:11]([CH2:14][CH:15](O)[CH:16]([CH3:18])[CH3:17])(=[O:13])=[O:12])[CH:8]=[CH:9][C:2]1=2.C1(P(C2C=CC=CC=2)C2C=CC=CC=2)C=CC=CC=1.N(C(OCC)=O)=[N:40][C:41]([O:43]CC)=O.C1C[O:54]CC1. (2) Given the product [Si:1]([N:8]([CH2:12][C:13]1[CH:14]=[CH:15][CH:16]=[CH:17][CH:18]=1)[CH2:9][CH2:10][CH2:11][Si:20]([CH3:19])([O:24][CH2:25][CH3:26])[O:21][CH2:22][CH3:23])([C:4]([CH3:7])([CH3:5])[CH3:6])([CH3:3])[CH3:2], predict the reactants needed to synthesize it. The reactants are: [Si:1]([N:8]([CH2:12][C:13]1[CH:18]=[CH:17][CH:16]=[CH:15][CH:14]=1)[CH2:9][CH:10]=[CH2:11])([C:4]([CH3:7])([CH3:6])[CH3:5])([CH3:3])[CH3:2].[CH3:19][SiH:20]([O:24][CH2:25][CH3:26])[O:21][CH2:22][CH3:23]. (3) The reactants are: Br[C:2]1[CH:10]=[C:9]2[C:5]([C:6]3[CH2:17][N:16]4[CH:12]([CH2:13][CH2:14][CH2:15]4)[CH2:11][C:7]=3[NH:8]2)=[CH:4][CH:3]=1.[Cl:18][C:19]1[CH:33]=[CH:32][C:22]([CH2:23][O:24][C:25]2[CH:30]=[CH:29][NH:28][C:27](=[O:31])[CH:26]=2)=[C:21]([F:34])[CH:20]=1. Given the product [ClH:18].[Cl:18][C:19]1[CH:33]=[CH:32][C:22]([CH2:23][O:24][C:25]2[CH:30]=[CH:29][N:28]([C:2]3[CH:10]=[C:9]4[C:5]([C:6]5[CH2:17][N:16]6[CH:12]([CH2:13][CH2:14][CH2:15]6)[CH2:11][C:7]=5[NH:8]4)=[CH:4][CH:3]=3)[C:27](=[O:31])[CH:26]=2)=[C:21]([F:34])[CH:20]=1, predict the reactants needed to synthesize it. (4) Given the product [C:9]([O:13][C:14]([N:16]1[CH2:23][CH:22]2[N:24]([C:25]([O:27][C:28]([CH3:30])([CH3:31])[CH3:29])=[O:26])[CH:18]([CH2:19][C:20]([C:35]3[CH:40]=[CH:39][CH:38]=[C:37]([O:41][CH2:42][CH2:43][CH2:44][CH2:45][OH:46])[CH:36]=3)=[C:21]2[C:79](=[O:80])[N:57]([CH:54]2[CH2:56][CH2:55]2)[CH2:58][C:59]2[CH:64]=[CH:63][CH:62]=[C:61]([O:65][CH3:66])[C:60]=2[CH3:67])[CH2:17]1)=[O:15])([CH3:10])([CH3:12])[CH3:11], predict the reactants needed to synthesize it. The reactants are: ClC(N(C)C)=C(C)C.[C:9]([O:13][C:14]([N:16]1[CH2:23][CH:22]2[N:24]([C:25]([O:27][C:28]([CH3:31])([CH3:30])[CH3:29])=[O:26])[CH:18]([CH2:19][C:20]([C:35]3[CH:40]=[CH:39][CH:38]=[C:37]([O:41][CH2:42][CH2:43][CH2:44][CH2:45][O:46][Si](C(C)(C)C)(C)C)[CH:36]=3)=[C:21]2C(O)=O)[CH2:17]1)=[O:15])([CH3:12])([CH3:11])[CH3:10].[CH:54]1([NH:57][CH2:58][C:59]2[CH:64]=[CH:63][CH:62]=[C:61]([O:65][CH3:66])[C:60]=2[CH3:67])[CH2:56][CH2:55]1.CCN(C(C)C)C(C)C.C(O)(=O)C[C:79](CC(O)=O)(C(O)=O)[OH:80].CCCC[N+](CCCC)(CCCC)CCCC.[F-]. (5) Given the product [OH:14][C:5]1[CH:6]=[C:7]([CH:12]=[CH:13][C:4]=1[C:1](=[N:19][OH:20])[CH3:2])[C:8]([O:10][CH3:11])=[O:9], predict the reactants needed to synthesize it. The reactants are: [C:1]([C:4]1[CH:13]=[CH:12][C:7]([C:8]([O:10][CH3:11])=[O:9])=[CH:6][C:5]=1[OH:14])(=O)[CH3:2].CCO.Cl.[NH2:19][OH:20].